From a dataset of NCI-60 drug combinations with 297,098 pairs across 59 cell lines. Regression. Given two drug SMILES strings and cell line genomic features, predict the synergy score measuring deviation from expected non-interaction effect. (1) Drug 1: CC12CCC3C(C1CCC2=O)CC(=C)C4=CC(=O)C=CC34C. Drug 2: CCC1(CC2CC(C3=C(CCN(C2)C1)C4=CC=CC=C4N3)(C5=C(C=C6C(=C5)C78CCN9C7C(C=CC9)(C(C(C8N6C)(C(=O)OC)O)OC(=O)C)CC)OC)C(=O)OC)O.OS(=O)(=O)O. Cell line: SK-MEL-28. Synergy scores: CSS=45.4, Synergy_ZIP=-1.60, Synergy_Bliss=4.47, Synergy_Loewe=-9.26, Synergy_HSA=5.53. (2) Drug 1: CC1C(C(=O)NC(C(=O)N2CCCC2C(=O)N(CC(=O)N(C(C(=O)O1)C(C)C)C)C)C(C)C)NC(=O)C3=C4C(=C(C=C3)C)OC5=C(C(=O)C(=C(C5=N4)C(=O)NC6C(OC(=O)C(N(C(=O)CN(C(=O)C7CCCN7C(=O)C(NC6=O)C(C)C)C)C)C(C)C)C)N)C. Drug 2: C1C(C(OC1N2C=NC3=C2NC=NCC3O)CO)O. Cell line: OVCAR-4. Synergy scores: CSS=21.3, Synergy_ZIP=5.80, Synergy_Bliss=9.96, Synergy_Loewe=13.2, Synergy_HSA=10.3.